Task: Predict the reactants needed to synthesize the given product.. Dataset: Full USPTO retrosynthesis dataset with 1.9M reactions from patents (1976-2016) Given the product [OH:1][C:2]([C@@H:5]1[CH2:9][CH2:8][CH2:7][C@H:6]1[C:10]([C:12]1[S:13][C:14]([C:24]2[CH:25]=[CH:26][C:21]([N+:18]([O-:20])=[O:19])=[CH:22][CH:23]=2)=[CH:15][N:16]=1)=[O:11])([CH3:4])[CH3:3], predict the reactants needed to synthesize it. The reactants are: [OH:1][C:2]([C@@H:5]1[CH2:9][CH2:8][CH2:7][C@H:6]1[C:10]([C:12]1[S:13][C:14](I)=[CH:15][N:16]=1)=[O:11])([CH3:4])[CH3:3].[N+:18]([C:21]1[CH:26]=[CH:25][C:24](B(O)O)=[CH:23][CH:22]=1)([O-:20])=[O:19].[F-].[K+].[Cl-].[NH4+].